This data is from Peptide-MHC class II binding affinity with 134,281 pairs from IEDB. The task is: Regression. Given a peptide amino acid sequence and an MHC pseudo amino acid sequence, predict their binding affinity value. This is MHC class II binding data. (1) The peptide sequence is SPHHKKLAQAVMEMT. The MHC is DRB1_0404 with pseudo-sequence DRB1_0404. The binding affinity (normalized) is 0.390. (2) The peptide sequence is AILNLSIDSSVDR. The MHC is DRB1_0401 with pseudo-sequence DRB1_0401. The binding affinity (normalized) is 0.242. (3) The peptide sequence is VLDILTANKLIRQKL. The MHC is DRB1_0101 with pseudo-sequence DRB1_0101. The binding affinity (normalized) is 0.943. (4) The peptide sequence is KTLILLETFVRVNPE. The MHC is DRB5_0101 with pseudo-sequence DRB5_0101. The binding affinity (normalized) is 0.834. (5) The peptide sequence is WAVKPKAVRQIEDQL. The MHC is DRB1_1501 with pseudo-sequence DRB1_1501. The binding affinity (normalized) is 0.201. (6) The peptide sequence is AFILDGDNSFPKV. The MHC is DRB1_0401 with pseudo-sequence DRB1_0401. The binding affinity (normalized) is 0.626. (7) The peptide sequence is SQWGWCGSTDEYCSP. The MHC is HLA-DQA10501-DQB10301 with pseudo-sequence HLA-DQA10501-DQB10301. The binding affinity (normalized) is 0.171.